Task: Predict the product of the given reaction.. Dataset: Forward reaction prediction with 1.9M reactions from USPTO patents (1976-2016) (1) Given the reactants [CH:1]1([C:4]2[CH:5]=[CH:6][C:7]([NH:14][C:15]3[CH:16]=[C:17]4[C:21](=[CH:22][CH:23]=3)[N:20]([CH2:24][C:25]3[CH:30]=[CH:29][CH:28]=[C:27]([O:31][CH2:32][C:33]([F:36])([F:35])[F:34])[CH:26]=3)[CH:19]=[CH:18]4)=[C:8]([CH:13]=2)[C:9]([O:11]C)=[O:10])[CH2:3][CH2:2]1.[OH-].[Na+].C(OCC)(=O)C.Cl, predict the reaction product. The product is: [CH:1]1([C:4]2[CH:5]=[CH:6][C:7]([NH:14][C:15]3[CH:16]=[C:17]4[C:21](=[CH:22][CH:23]=3)[N:20]([CH2:24][C:25]3[CH:30]=[CH:29][CH:28]=[C:27]([O:31][CH2:32][C:33]([F:36])([F:34])[F:35])[CH:26]=3)[CH:19]=[CH:18]4)=[C:8]([CH:13]=2)[C:9]([OH:11])=[O:10])[CH2:2][CH2:3]1. (2) The product is: [O:1]1[C:10]2[C:5](=[CH:6][CH:7]=[CH:8][CH:9]=2)[CH:4]([CH2:11][NH:12][C:19]2[CH:20]=[N:21][CH:22]=[CH:14][C:15]=2[C:16]([OH:18])=[O:17])[CH2:3][CH2:2]1. Given the reactants [O:1]1[C:10]2[C:5](=[CH:6][CH:7]=[CH:8][CH:9]=2)[CH:4]([CH2:11][NH2:12])[CH2:3][CH2:2]1.F[C:14]1[CH:22]=[N:21][CH:20]=[CH:19][C:15]=1[C:16]([OH:18])=[O:17], predict the reaction product. (3) The product is: [CH3:3][C:4]1[CH:5]=[CH:6][C:7]([N:21]2[N:22]=[CH:23][CH:24]=[N:25]2)=[C:8]([CH:20]=1)[C:9]([N:11]1[CH2:15][CH2:14][CH2:13][C@H:12]1[C:16]([OH:18])=[O:17])=[O:10]. Given the reactants [OH-].[Na+].[CH3:3][C:4]1[CH:5]=[CH:6][C:7]([N:21]2[N:25]=[CH:24][CH:23]=[N:22]2)=[C:8]([CH:20]=1)[C:9]([N:11]1[CH2:15][CH2:14][CH2:13][C@H:12]1[C:16]([O:18]C)=[O:17])=[O:10], predict the reaction product. (4) Given the reactants [F:1][CH:2]([F:23])[CH2:3][N:4]1[CH2:9][CH2:8][N:7]([CH2:10][CH2:11][O:12][Si](C(C)C)(C(C)C)C(C)C)[CH2:6][CH2:5]1, predict the reaction product. The product is: [F:23][CH:2]([F:1])[CH2:3][N:4]1[CH2:9][CH2:8][N:7]([CH2:10][CH2:11][OH:12])[CH2:6][CH2:5]1. (5) Given the reactants [Cl:1][C:2]1[N:3]=[C:4]([C:9]([O:11]CC)=[O:10])[NH:5][C:6]=1[CH2:7][CH3:8].[OH-].[Li+], predict the reaction product. The product is: [Cl:1][C:2]1[N:3]=[C:4]([C:9]([OH:11])=[O:10])[NH:5][C:6]=1[CH2:7][CH3:8].